Dataset: Catalyst prediction with 721,799 reactions and 888 catalyst types from USPTO. Task: Predict which catalyst facilitates the given reaction. (1) Reactant: [N+:1]([C:4]1[CH:38]=[CH:37][C:7]([C:8]([O:10][C@@:11]([C:18]2[N:19]=[N:20][N:21]([CH2:23][C:24]3[CH:33]=[C:32]4[C:27]([C:28](Cl)=[CH:29][C:30]([C:34]#[N:35])=[N:31]4)=[CH:26][CH:25]=3)[CH:22]=2)([C:14]([F:17])([F:16])[F:15])[CH2:12][CH3:13])=[O:9])=[CH:6][CH:5]=1)([O-:3])=[O:2].C([Sn](CCCC)(CCCC)[C:44]([O:46][CH2:47][CH3:48])=[CH2:45])CCC.[Cl-].[Li+]. Product: [N+:1]([C:4]1[CH:38]=[CH:37][C:7]([C:8]([O:10][C@@:11]([C:18]2[N:19]=[N:20][N:21]([CH2:23][C:24]3[CH:33]=[C:32]4[C:27]([C:28]([C:44]([O:46][CH2:47][CH3:48])=[CH2:45])=[CH:29][C:30]([C:34]#[N:35])=[N:31]4)=[CH:26][CH:25]=3)[CH:22]=2)([C:14]([F:17])([F:16])[F:15])[CH2:12][CH3:13])=[O:9])=[CH:6][CH:5]=1)([O-:3])=[O:2]. The catalyst class is: 660. (2) Reactant: Br[C:2]1[CH:3]=[C:4]([C:14]([OH:16])=[O:15])[CH:5]=[N:6][C:7]=1[O:8][CH2:9][C:10]([F:13])([F:12])[F:11].[Cl:17][C:18]1[CH:19]=[C:20](B(O)O)[CH:21]=[CH:22][C:23]=1[F:24].C([O-])([O-])=O.[Na+].[Na+].Cl. Product: [Cl:17][C:18]1[CH:19]=[C:20]([C:2]2[C:7]([O:8][CH2:9][C:10]([F:13])([F:12])[F:11])=[N:6][CH:5]=[C:4]([CH:3]=2)[C:14]([OH:16])=[O:15])[CH:21]=[CH:22][C:23]=1[F:24]. The catalyst class is: 588.